From a dataset of Forward reaction prediction with 1.9M reactions from USPTO patents (1976-2016). Predict the product of the given reaction. (1) The product is: [CH3:18][N:19]1[CH:23]=[C:22]([C:2]2[CH:7]=[C:6]([O:8][C:9]3[CH:10]=[N:11][C:12]([N+:15]([O-:17])=[O:16])=[CH:13][CH:14]=3)[CH:5]=[CH:4][N:3]=2)[N:21]=[CH:20]1. Given the reactants Cl[C:2]1[CH:7]=[C:6]([O:8][C:9]2[CH:10]=[N:11][C:12]([N+:15]([O-:17])=[O:16])=[CH:13][CH:14]=2)[CH:5]=[CH:4][N:3]=1.[CH3:18][N:19]1[CH:23]=[C:22]([Sn](CCCC)(CCCC)CCCC)[N:21]=[CH:20]1.[F-].[K+].CCOC(C)=O, predict the reaction product. (2) Given the reactants Cl.[CH2:2]([O:9][C:10]1[CH:19]=[CH:18][CH:17]=[C:16]2[C:11]=1[CH2:12][CH2:13][CH2:14][CH:15]2[C:20]([N:22]([C:29]1[CH:30]=[N:31][C:32]([CH:35]([CH3:37])[CH3:36])=[CH:33][CH:34]=1)[CH2:23][C:24]1[CH:25]=[N:26][NH:27][CH:28]=1)=[O:21])[C:3]1[CH:8]=[CH:7][CH:6]=[CH:5][CH:4]=1.Cl[CH2:39][C:40]1[N:41]=[C:42]([CH2:45][CH3:46])[S:43][CH:44]=1, predict the reaction product. The product is: [CH2:2]([O:9][C:10]1[CH:19]=[CH:18][CH:17]=[C:16]2[C:11]=1[CH2:12][CH2:13][CH2:14][CH:15]2[C:20]([N:22]([CH2:23][C:24]1[CH:25]=[N:26][N:27]([CH2:39][C:40]2[N:41]=[C:42]([CH2:45][CH3:46])[S:43][CH:44]=2)[CH:28]=1)[C:29]1[CH:30]=[N:31][C:32]([CH:35]([CH3:37])[CH3:36])=[CH:33][CH:34]=1)=[O:21])[C:3]1[CH:8]=[CH:7][CH:6]=[CH:5][CH:4]=1. (3) Given the reactants Cl[CH2:2][C:3]1[N:4]=[C:5]([C:8]2[CH:13]=[CH:12][CH:11]=[CH:10][CH:9]=2)[O:6][CH:7]=1.[CH:14]([NH2:17])([CH3:16])[CH3:15].C(=O)([O-])[O-].[K+].[K+], predict the reaction product. The product is: [C:8]1([C:5]2[O:6][CH:7]=[C:3]([CH2:2][NH:17][CH:14]([CH3:16])[CH3:15])[N:4]=2)[CH:13]=[CH:12][CH:11]=[CH:10][CH:9]=1. (4) Given the reactants [F:1][CH:2]([F:13])[C:3]1[CH:12]=[CH:11][CH:10]=[CH:9][C:4]=1[C:5](OC)=[O:6].[H-].[Al+3].[Li+].[H-].[H-].[H-], predict the reaction product. The product is: [F:1][CH:2]([F:13])[C:3]1[CH:12]=[CH:11][CH:10]=[CH:9][C:4]=1[CH2:5][OH:6]. (5) Given the reactants [N:1]([C:4]1[CH:12]=[CH:11][CH:10]=[C:9]2[C:5]=1[CH:6]=[CH:7][NH:8]2)=[C:2]=[O:3].[F:13][C:14]([F:24])([F:23])[C:15]1[CH:22]=[CH:21][C:18]([CH2:19][NH2:20])=[CH:17][CH:16]=1.CCCCCC, predict the reaction product. The product is: [NH:8]1[C:9]2[C:5](=[C:4]([NH:1][C:2]([NH:20][CH2:19][C:18]3[CH:17]=[CH:16][C:15]([C:14]([F:13])([F:23])[F:24])=[CH:22][CH:21]=3)=[O:3])[CH:12]=[CH:11][CH:10]=2)[CH:6]=[CH:7]1.